Dataset: Forward reaction prediction with 1.9M reactions from USPTO patents (1976-2016). Task: Predict the product of the given reaction. (1) Given the reactants C([O:3][C:4](=[O:33])[CH:5]=[C:6]([C:8]1[O:12][C:11]2[CH:13]=[CH:14][C:15]([C:17]3[CH:22]=[C:21]([CH2:23][CH3:24])[CH:20]=[C:19]([C:25]([CH3:28])([CH3:27])[CH3:26])[C:18]=3[O:29][CH2:30][O:31][CH3:32])=[CH:16][C:10]=2[CH:9]=1)[CH3:7])C, predict the reaction product. The product is: [CH3:32][O:31][CH2:30][O:29][C:18]1[C:19]([C:25]([CH3:28])([CH3:26])[CH3:27])=[CH:20][C:21]([CH2:23][CH3:24])=[CH:22][C:17]=1[C:15]1[CH:14]=[CH:13][C:11]2[O:12][C:8]([C:6]([CH3:7])=[CH:5][C:4]([OH:33])=[O:3])=[CH:9][C:10]=2[CH:16]=1. (2) Given the reactants [Cl:1][C:2]1[CH:31]=[CH:30][C:5]([CH2:6][N:7]2[C:15]3[C:10](=[CH:11][C:12]([CH:16]=[C:17]4[S:21][C:20]([N:22]5[CH2:28][CH2:27][CH2:26][NH:25][CH2:24][CH2:23]5)=[N:19][C:18]4=[O:29])=[CH:13][CH:14]=3)[CH:9]=[N:8]2)=[C:4]([C:32]([F:35])([F:34])[F:33])[CH:3]=1.C(=O)([O-])[O-].[K+].[K+].Br[CH2:43][CH2:44][F:45], predict the reaction product. The product is: [Cl:1][C:2]1[CH:31]=[CH:30][C:5]([CH2:6][N:7]2[C:15]3[C:10](=[CH:11][C:12]([CH:16]=[C:17]4[S:21][C:20]([N:22]5[CH2:28][CH2:27][CH2:26][N:25]([CH2:43][CH2:44][F:45])[CH2:24][CH2:23]5)=[N:19][C:18]4=[O:29])=[CH:13][CH:14]=3)[CH:9]=[N:8]2)=[C:4]([C:32]([F:35])([F:34])[F:33])[CH:3]=1. (3) Given the reactants [F:1][C:2]1[CH:19]=[CH:18][C:5]([CH2:6][O:7][C:8]2[CH:17]=[CH:16][C:11]([C:12]([O:14]C)=[O:13])=[CH:10][CH:9]=2)=[CH:4][CH:3]=1.[OH-].[Na+], predict the reaction product. The product is: [F:1][C:2]1[CH:19]=[CH:18][C:5]([CH2:6][O:7][C:8]2[CH:17]=[CH:16][C:11]([C:12]([OH:14])=[O:13])=[CH:10][CH:9]=2)=[CH:4][CH:3]=1. (4) Given the reactants Br[C:2]1[C:11]2[O:10][CH:9]([CH3:12])[CH2:8][N:7]([C:13]([O:15][C:16]([CH3:19])([CH3:18])[CH3:17])=[O:14])[CH2:6][C:5]=2[S:4][CH:3]=1.[F:20][C:21]1[CH:22]=[C:23](B(O)O)[CH:24]=[CH:25][CH:26]=1.C(=O)([O-])[O-].[K+].[K+].O, predict the reaction product. The product is: [F:20][C:21]1[CH:26]=[C:25]([C:2]2[C:11]3[O:10][CH:9]([CH3:12])[CH2:8][N:7]([C:13]([O:15][C:16]([CH3:19])([CH3:18])[CH3:17])=[O:14])[CH2:6][C:5]=3[S:4][CH:3]=2)[CH:24]=[CH:23][CH:22]=1. (5) Given the reactants [CH:1]([N:4]([CH:17]([CH3:19])[CH3:18])[C:5]([C:7]1[CH:12]=[CH:11][C:10]([C:13]([F:16])([F:15])[F:14])=[CH:9][N:8]=1)=[O:6])([CH3:3])[CH3:2].CON(C)[C:23](=[O:25])[CH3:24], predict the reaction product. The product is: [CH:17]([N:4]([CH:1]([CH3:3])[CH3:2])[C:5]([C:7]1[C:12]([C:23](=[O:25])[CH3:24])=[CH:11][C:10]([C:13]([F:16])([F:14])[F:15])=[CH:9][N:8]=1)=[O:6])([CH3:19])[CH3:18].